Dataset: Catalyst prediction with 721,799 reactions and 888 catalyst types from USPTO. Task: Predict which catalyst facilitates the given reaction. (1) Reactant: [C:1]1([C:7]2([C:14]3[CH:19]=[C:18]([O:20][CH2:21][C:22]4[CH:31]=[CH:30][C:29]5[C:24](=[CH:25][CH:26]=[CH:27][CH:28]=5)[N:23]=4)[CH:17]=[CH:16][C:15]=3[OH:32])[CH2:12][CH:11]3[CH2:13][CH:8]2[CH2:9][CH2:10]3)[CH:6]=[CH:5][CH:4]=[CH:3][CH:2]=1.[C:33](=O)([O-])[O-].[Cs+].[Cs+].CI. Product: [CH3:33][O:32][C:15]1[CH:16]=[CH:17][C:18]([O:20][CH2:21][C:22]2[CH:31]=[CH:30][C:29]3[C:24](=[CH:25][CH:26]=[CH:27][CH:28]=3)[N:23]=2)=[CH:19][C:14]=1[C:7]1([C:1]2[CH:2]=[CH:3][CH:4]=[CH:5][CH:6]=2)[CH2:12][CH:11]2[CH2:13][CH:8]1[CH2:9][CH2:10]2. The catalyst class is: 18. (2) Reactant: [NH2:1][C:2]1[C:7]([F:8])=[C:6]([C:9]2[CH:14]=[CH:13][C:12]([Cl:15])=[C:11]([O:16][CH3:17])[C:10]=2[F:18])[N:5]=[C:4]([C:19]([O:21][CH:22]([CH3:24])[CH3:23])=[O:20])[CH:3]=1.[Br:25]N1C(=O)CCC1=O. Product: [NH2:1][C:2]1[C:7]([F:8])=[C:6]([C:9]2[CH:14]=[CH:13][C:12]([Cl:15])=[C:11]([O:16][CH3:17])[C:10]=2[F:18])[N:5]=[C:4]([C:19]([O:21][CH:22]([CH3:24])[CH3:23])=[O:20])[C:3]=1[Br:25]. The catalyst class is: 4. (3) Reactant: [F:1][C:2]1[CH:33]=[CH:32][C:5]([CH2:6][NH:7][C:8]([C:10]2[N:11]=[C:12]3[CH:18]([N:19]([CH3:27])[C:20](=[O:26])[C:21]([N:23]([CH3:25])[CH3:24])=[O:22])[CH2:17][NH:16][CH2:15][CH2:14][N:13]3[C:28](=[O:31])[C:29]=2[OH:30])=[O:9])=[CH:4][C:3]=1[CH3:34].C(N(CC)CC)C.C(O[C:45]1(O[Si](C)(C)C)[CH2:47][CH2:46]1)C.[BH3-]C#N.[Na+]. Product: [CH:45]1([N:16]2[CH2:17][CH:18]([N:19]([CH3:27])[C:20](=[O:26])[C:21]([N:23]([CH3:24])[CH3:25])=[O:22])[C:12]3=[N:11][C:10]([C:8]([NH:7][CH2:6][C:5]4[CH:32]=[CH:33][C:2]([F:1])=[C:3]([CH3:34])[CH:4]=4)=[O:9])=[C:29]([OH:30])[C:28](=[O:31])[N:13]3[CH2:14][CH2:15]2)[CH2:47][CH2:46]1. The catalyst class is: 130. (4) Reactant: [F:1][C:2]1[CH:3]=[C:4]([C:20]2[C:21]([C:26]#[N:27])=[CH:22][CH:23]=[CH:24][CH:25]=2)[CH:5]=[CH:6][C:7]=1[CH2:8][C:9]1[C:14](=[O:15])[NH:13][C:12]([CH3:16])=[N:11][C:10]=1[CH2:17][CH2:18][CH3:19].[CH3:28][C:29]1([CH3:41])[CH2:33][C:32]2[CH:34]=[C:35](B(O)O)[CH:36]=[CH:37][C:31]=2[O:30]1.N1C=CC=CC=1.C(N(CC)CC)C. Product: [CH3:28][C:29]1([CH3:41])[CH2:33][C:32]2[CH:34]=[C:35]([N:13]3[C:14](=[O:15])[C:9]([CH2:8][C:7]4[CH:6]=[CH:5][C:4]([C:20]5[C:21]([C:26]#[N:27])=[CH:22][CH:23]=[CH:24][CH:25]=5)=[CH:3][C:2]=4[F:1])=[C:10]([CH2:17][CH2:18][CH3:19])[N:11]=[C:12]3[CH3:16])[CH:36]=[CH:37][C:31]=2[O:30]1. The catalyst class is: 651. (5) Reactant: O.[CH2:2]([O:9][C:10]([NH:12][CH2:13][CH2:14][CH2:15][CH2:16][CH2:17][CH2:18][CH2:19][CH2:20][CH2:21][CH2:22][CH2:23][C:24]([O:26][CH2:27][C@H:28]([CH2:47][O:48]CC1C=CC(OC)=CC=1)[O:29][C:30](=[O:46])[CH2:31][CH2:32][CH2:33][CH2:34][CH2:35][CH2:36][CH2:37][CH2:38][CH2:39][CH2:40][CH2:41][CH2:42][CH2:43][CH2:44][CH3:45])=[O:25])=[O:11])[C:3]1[CH:8]=[CH:7][CH:6]=[CH:5][CH:4]=1.C(C1C(=O)C(Cl)=C(Cl)C(=O)C=1C#N)#N. Product: [CH2:2]([O:9][C:10]([NH:12][CH2:13][CH2:14][CH2:15][CH2:16][CH2:17][CH2:18][CH2:19][CH2:20][CH2:21][CH2:22][CH2:23][C:24]([O:26][CH2:27][C@H:28]([CH2:47][OH:48])[O:29][C:30](=[O:46])[CH2:31][CH2:32][CH2:33][CH2:34][CH2:35][CH2:36][CH2:37][CH2:38][CH2:39][CH2:40][CH2:41][CH2:42][CH2:43][CH2:44][CH3:45])=[O:25])=[O:11])[C:3]1[CH:4]=[CH:5][CH:6]=[CH:7][CH:8]=1. The catalyst class is: 2. (6) Reactant: [Na].[CH3:2][C:3]1[CH:4]=[C:5]2[C:9](=[CH:10][CH:11]=1)[NH:8][C:7]1[CH2:12][CH:13]3[N:18]([CH3:19])[CH:17]([C:6]2=1)[CH2:16][CH2:15][CH2:14]3.[CH3:20][C:21]1[CH:26]=[CH:25][C:24]([CH:27]=[CH2:28])=[CH:23][N:22]=1.C1(C=CC(O)=CC=1)O. Product: [CH3:2][C:3]1[CH:4]=[C:5]2[C:9](=[CH:10][CH:11]=1)[N:8]([CH:27]([C:24]1[CH:23]=[N:22][C:21]([CH3:20])=[CH:26][CH:25]=1)[CH3:28])[C:7]1[CH2:12][CH:13]3[N:18]([CH3:19])[CH:17]([C:6]2=1)[CH2:16][CH2:15][CH2:14]3. The catalyst class is: 58.